This data is from Forward reaction prediction with 1.9M reactions from USPTO patents (1976-2016). The task is: Predict the product of the given reaction. (1) Given the reactants [NH2:1][C:2]1[C:3]2[N:4]([C:8]([C@H:27]3[CH2:32][CH2:31][C@H:30]([C:33](O)=[O:34])[CH2:29][CH2:28]3)=[N:9][C:10]=2[C:11]2[CH:20]=[C:19]3[C:14]([CH:15]=[CH:16][C:17]([C:21]4[CH:26]=[CH:25][CH:24]=[CH:23][CH:22]=4)=[N:18]3)=[CH:13][CH:12]=2)[CH:5]=[CH:6][N:7]=1.Cl.CN.C[CH2:40][N:41](C(C)C)C(C)C.C1C=NC2N(O)N=NC=2C=1.C(Cl)CCl, predict the reaction product. The product is: [CH3:40][NH:41][C:33]([C@H:30]1[CH2:31][CH2:32][C@H:27]([C:8]2[N:4]3[CH:5]=[CH:6][N:7]=[C:2]([NH2:1])[C:3]3=[C:10]([C:11]3[CH:20]=[C:19]4[C:14]([CH:15]=[CH:16][C:17]([C:21]5[CH:22]=[CH:23][CH:24]=[CH:25][CH:26]=5)=[N:18]4)=[CH:13][CH:12]=3)[N:9]=2)[CH2:28][CH2:29]1)=[O:34]. (2) The product is: [CH3:27][O:1][C@H:2]1[C@H:7]([NH:8][C:9](=[O:15])[O:10][C:11]([CH3:12])([CH3:13])[CH3:14])[CH:6]=[C:5]([C:16]2[CH:21]=[CH:20][N:19]=[CH:18][C:17]=2[N+:22]([O-:24])=[O:23])[CH2:4][C@@H:3]1[CH3:25]. Given the reactants [OH:1][C@H:2]1[C@H:7]([NH:8][C:9](=[O:15])[O:10][C:11]([CH3:14])([CH3:13])[CH3:12])[CH:6]=[C:5]([C:16]2[CH:21]=[CH:20][N:19]=[CH:18][C:17]=2[N+:22]([O-:24])=[O:23])[CH2:4][C@@H:3]1[CH3:25].I[CH3:27], predict the reaction product.